From a dataset of CYP2C19 inhibition data for predicting drug metabolism from PubChem BioAssay. Regression/Classification. Given a drug SMILES string, predict its absorption, distribution, metabolism, or excretion properties. Task type varies by dataset: regression for continuous measurements (e.g., permeability, clearance, half-life) or binary classification for categorical outcomes (e.g., BBB penetration, CYP inhibition). Dataset: cyp2c19_veith. (1) The compound is c1ccc(CO[C@H]2NCCN2Cc2ccccc2)cc1. The result is 1 (inhibitor). (2) The compound is Cc1cccc(C)c1-n1nnnc1C(C)(C)N=Cc1ccc(Cl)cc1. The result is 1 (inhibitor). (3) The molecule is CCCC/C=C/C(NC(=O)Oc1cccc(C(F)(F)F)c1)c1ccccc1. The result is 1 (inhibitor). (4) The compound is O=C(NCc1cccnc1)/C(=C/c1ccc(-c2cccc(Cl)c2)o1)S(=O)(=O)c1ccccc1. The result is 1 (inhibitor). (5) The compound is Cc1ccccc1Cn1c(Cc2ccccc2)nc2ccccc21. The result is 1 (inhibitor). (6) The drug is Cc1cc(NC(=O)CSc2nnc(-c3ccccc3)n2Cc2ccco2)no1. The result is 1 (inhibitor). (7) The molecule is NS(=O)(=O)C[C-]1C=CC([Sb-](Cl)(Cl)(Cl)(Cl)Cl)C=C1.c1ccncc1. The result is 0 (non-inhibitor). (8) The molecule is CCN1C(=O)[C@@H]2CC=C3C(=O)[C@H]4O[C@H]4[C@@H](O)[C@H]3[C@H]2C1=O. The result is 0 (non-inhibitor). (9) The drug is O=c1cc(CO)oc(CN2CCCC2)c1O. The result is 0 (non-inhibitor). (10) The compound is Cc1cc(C)c(/C=C2/C(=O)Nc3ccccc32)[nH]1. The result is 1 (inhibitor).